Dataset: Forward reaction prediction with 1.9M reactions from USPTO patents (1976-2016). Task: Predict the product of the given reaction. (1) Given the reactants CC(C[AlH]CC(C)C)C.[F:10][CH:11]([F:26])[O:12][C:13]1[CH:18]=[CH:17][C:16]([C:19]2([C:22]#N)[CH2:21][CH2:20]2)=[CH:15][C:14]=1[O:24][CH3:25].C1C[O:30]CC1, predict the reaction product. The product is: [F:10][CH:11]([F:26])[O:12][C:13]1[CH:18]=[CH:17][C:16]([C:19]2([CH:22]=[O:30])[CH2:21][CH2:20]2)=[CH:15][C:14]=1[O:24][CH3:25]. (2) The product is: [C:1]([O:12][CH2:13][CH:14]([O:28][C:36]([O:38][CH2:39][Cl:40])=[O:37])[CH2:15][O:16][C:17](=[O:27])[CH2:18][CH2:19][CH2:20][CH2:21][CH2:22][CH2:23][CH2:24][CH2:25][CH3:26])(=[O:11])[CH2:2][CH2:3][CH2:4][CH2:5][CH2:6][CH2:7][CH2:8][CH2:9][CH3:10]. Given the reactants [C:1]([O:12][CH2:13][CH:14]([OH:28])[CH2:15][O:16][C:17](=[O:27])[CH2:18][CH2:19][CH2:20][CH2:21][CH2:22][CH2:23][CH2:24][CH2:25][CH3:26])(=[O:11])[CH2:2][CH2:3][CH2:4][CH2:5][CH2:6][CH2:7][CH2:8][CH2:9][CH3:10].N1C=CC=CC=1.Cl[C:36]([O:38][CH2:39][Cl:40])=[O:37].CN(C1C=CC=CN=1)C, predict the reaction product.